Dataset: Full USPTO retrosynthesis dataset with 1.9M reactions from patents (1976-2016). Task: Predict the reactants needed to synthesize the given product. (1) The reactants are: [CH2:1]([O:3][C:4]([C:6]1[C:7]2[C:15](=O)[C:14](=[CH:17][N:18]([CH3:20])C)[CH2:13][CH2:12][CH2:11][C:8]=2[NH:9][CH:10]=1)=[O:5])[CH3:2].C(O)(=O)C.C(N)=[NH:26]. Given the product [CH2:1]([O:3][C:4]([C:6]1[C:7]2[C:15]3[N:26]=[CH:20][N:18]=[CH:17][C:14]=3[CH2:13][CH2:12][CH2:11][C:8]=2[NH:9][CH:10]=1)=[O:5])[CH3:2], predict the reactants needed to synthesize it. (2) Given the product [CH:8]1([CH2:11][CH2:12][O:13][C:14]2[N:22]=[C:21]3[C:17]([N:18]=[C:19]([O:23][CH3:24])[N:20]3[CH2:27][CH2:28][CH2:29][CH:30]3[CH2:34][CH2:33][CH2:32][O:31]3)=[C:16]([NH2:25])[N:15]=2)[CH2:10][CH2:9]1, predict the reactants needed to synthesize it. The reactants are: FC(F)(F)C(O)=O.[CH:8]1([CH2:11][CH2:12][O:13][C:14]2[NH:15][C:16]([NH2:25])=[C:17]3[C:21]([N:22]=2)=[N:20][C:19]([O:23][CH3:24])=[N:18]3)[CH2:10][CH2:9]1.Br[CH2:27][CH2:28][CH2:29][CH:30]1[CH2:34][CH2:33][CH2:32][O:31]1. (3) Given the product [F:25][CH2:17][CH2:16][N:13]1[CH2:14][CH2:15][CH:10]([C:7]2[CH:8]=[CH:9][C:4]([N+:1]([O-:3])=[O:2])=[CH:5][CH:6]=2)[CH2:11][CH2:12]1, predict the reactants needed to synthesize it. The reactants are: [N+:1]([C:4]1[CH:9]=[CH:8][C:7]([CH:10]2[CH2:15][CH2:14][N:13]([CH2:16][CH2:17]O)[CH2:12][CH2:11]2)=[CH:6][CH:5]=1)([O-:3])=[O:2].CCN(S(F)(F)[F:25])CC. (4) The reactants are: [CH2:1]([N:8]1[C:12](=[O:13])[N:11]([CH2:14][C:15]2[CH:20]=[CH:19][C:18]([CH3:21])=[CH:17][CH:16]=2)[N:10]=[C:9]1[CH2:22][OH:23])[CH2:2][CH2:3][CH2:4][CH2:5][CH2:6][CH3:7].C([O:28][C:29](=[O:43])[C:30]([CH3:42])([O:32][C:33]1[CH:41]=[CH:40][C:36]([C:37](O)=[O:38])=[CH:35][CH:34]=1)[CH3:31])(C)(C)C.C(Cl)CCl. Given the product [CH2:1]([N:8]1[C:12](=[O:13])[N:11]([CH2:14][C:15]2[CH:16]=[CH:17][C:18]([CH3:21])=[CH:19][CH:20]=2)[N:10]=[C:9]1[CH2:22][O:23][C:37]([C:36]1[CH:40]=[CH:41][C:33]([O:32][C:30]([CH3:31])([CH3:42])[C:29]([OH:43])=[O:28])=[CH:34][CH:35]=1)=[O:38])[CH2:2][CH2:3][CH2:4][CH2:5][CH2:6][CH3:7], predict the reactants needed to synthesize it. (5) Given the product [C:15]1([N:21]2[C:33]3[CH:32]=[CH:31][C:30]([C:2]4[CH:3]=[CH:4][C:5]5[NH:6][C:7]6[C:12]([C:13]=5[CH:14]=4)=[CH:11][CH:10]=[CH:9][CH:8]=6)=[CH:29][C:28]=3[C:27]3[C:22]2=[CH:23][CH:24]=[CH:25][CH:26]=3)[CH:20]=[CH:19][CH:18]=[CH:17][CH:16]=1, predict the reactants needed to synthesize it. The reactants are: Br[C:2]1[CH:3]=[CH:4][C:5]2[NH:6][C:7]3[C:12]([C:13]=2[CH:14]=1)=[CH:11][CH:10]=[CH:9][CH:8]=3.[C:15]1([N:21]2[C:33]3[CH:32]=[CH:31][C:30](B(O)O)=[CH:29][C:28]=3[C:27]3[C:22]2=[CH:23][CH:24]=[CH:25][CH:26]=3)[CH:20]=[CH:19][CH:18]=[CH:17][CH:16]=1.C(=O)([O-])[O-].[K+].[K+]. (6) Given the product [C:9]1([S:15][C:2]2[CH:7]=[CH:6][C:5]([Cl:8])=[CH:4][N:3]=2)[CH:14]=[CH:13][CH:12]=[CH:11][CH:10]=1, predict the reactants needed to synthesize it. The reactants are: Cl[C:2]1[CH:7]=[CH:6][C:5]([Cl:8])=[CH:4][N:3]=1.[C:9]1([SH:15])[CH:14]=[CH:13][CH:12]=[CH:11][CH:10]=1. (7) Given the product [OH:29][NH:28][C:24](=[O:26])/[CH:23]=[CH:22]/[C:17]1[CH:18]=[CH:19][CH:20]=[CH:21][C:16]=1[NH:15][CH2:14][C:6]1[N:5]([CH2:4][CH2:3][O:2][CH3:1])[C:9]2[CH:10]=[CH:11][CH:12]=[CH:13][C:8]=2[N:7]=1, predict the reactants needed to synthesize it. The reactants are: [CH3:1][O:2][CH2:3][CH2:4][N:5]1[C:9]2[CH:10]=[CH:11][CH:12]=[CH:13][C:8]=2[N:7]=[C:6]1[CH2:14][NH:15][C:16]1[CH:21]=[CH:20][CH:19]=[CH:18][C:17]=1/[CH:22]=[CH:23]/[C:24]([O:26]C)=O.[NH2:28][OH:29].[OH-].[Na+]. (8) Given the product [F:36][C:30]1[CH:31]=[CH:32][C:33]([F:35])=[CH:34][C:29]=1[S:26]([NH:25][C:21]1[CH:22]=[CH:23][CH:24]=[C:19]([C:9]2[N:10]=[C:11]([CH:13]3[CH2:18][CH2:17][O:16][CH2:15][CH2:14]3)[S:12][C:8]=2[C:6]2[CH:5]=[CH:4][N:3]=[C:2]([CH3:38])[N:7]=2)[C:20]=1[F:37])(=[O:28])=[O:27], predict the reactants needed to synthesize it. The reactants are: Cl[C:2]1[N:7]=[C:6]([C:8]2[S:12][C:11]([CH:13]3[CH2:18][CH2:17][O:16][CH2:15][CH2:14]3)=[N:10][C:9]=2[C:19]2[C:20]([F:37])=[C:21]([NH:25][S:26]([C:29]3[CH:34]=[C:33]([F:35])[CH:32]=[CH:31][C:30]=3[F:36])(=[O:28])=[O:27])[CH:22]=[CH:23][CH:24]=2)[CH:5]=[CH:4][N:3]=1.[CH3:38][Zn]C.